Dataset: Full USPTO retrosynthesis dataset with 1.9M reactions from patents (1976-2016). Task: Predict the reactants needed to synthesize the given product. (1) Given the product [C:27]([C:28]1[CH:21]([C:20]2[CH:23]=[CH:24][C:17]([C:15]#[N:16])=[CH:18][CH:19]=2)[NH:12][C:10](=[O:11])[N:9]([C:5]2[CH:6]=[CH:7][CH:8]=[C:3]([C:2]([F:13])([F:14])[F:1])[CH:4]=2)[C:29]=1[CH3:30])(=[O:32])[CH:26]([CH3:33])[CH3:25], predict the reactants needed to synthesize it. The reactants are: [F:1][C:2]([F:14])([F:13])[C:3]1[CH:4]=[C:5]([NH:9][C:10]([NH2:12])=[O:11])[CH:6]=[CH:7][CH:8]=1.[C:15]([C:17]1[CH:24]=[CH:23][C:20]([CH:21]=O)=[CH:19][CH:18]=1)#[N:16].[CH3:25][CH:26]([CH3:33])[C:27](=[O:32])[CH2:28][C:29](=O)[CH3:30]. (2) Given the product [C:1]12([CH2:11][O:12][C:13]3[C:18]([Br:19])=[CH:17][N:16]=[C:15]([NH:22][NH2:23])[CH:14]=3)[CH2:10][CH:5]3[CH2:6][CH:7]([CH2:9][CH:3]([CH2:4]3)[CH2:2]1)[CH2:8]2, predict the reactants needed to synthesize it. The reactants are: [C:1]12([CH2:11][O:12][C:13]3[C:18]([Br:19])=[CH:17][N:16]=[C:15](Cl)[CH:14]=3)[CH2:10][CH:5]3[CH2:6][CH:7]([CH2:9][CH:3]([CH2:4]3)[CH2:2]1)[CH2:8]2.O.[NH2:22][NH2:23]. (3) Given the product [Cl:30][C:31]1[N:36]=[C:35]([O:1][C:2]2[CH:28]=[CH:27][C:26]([Cl:29])=[CH:25][C:3]=2[CH2:4][NH:5][C:6]([NH:8][C:9]2[N:13]([C:14]3[CH:15]=[CH:16][C:17]([CH3:20])=[CH:18][CH:19]=3)[N:12]=[C:11]([C:21]([CH3:23])([CH3:24])[CH3:22])[CH:10]=2)=[O:7])[CH:34]=[CH:33][N:32]=1, predict the reactants needed to synthesize it. The reactants are: [OH:1][C:2]1[CH:28]=[CH:27][C:26]([Cl:29])=[CH:25][C:3]=1[CH2:4][NH:5][C:6]([NH:8][C:9]1[N:13]([C:14]2[CH:19]=[CH:18][C:17]([CH3:20])=[CH:16][CH:15]=2)[N:12]=[C:11]([C:21]([CH3:24])([CH3:23])[CH3:22])[CH:10]=1)=[O:7].[Cl:30][C:31]1[N:36]=[C:35](Cl)[CH:34]=[CH:33][N:32]=1.[OH-].[Na+]. (4) Given the product [Br:1][C:2]1[CH:3]=[CH:4][C:5]([C@H:8]2[CH2:16][C@@H:9]2[C:10]([O:12][CH3:13])=[O:11])=[CH:6][CH:7]=1, predict the reactants needed to synthesize it. The reactants are: [Br:1][C:2]1[CH:7]=[CH:6][C:5](/[CH:8]=[CH:9]/[C:10]([O:12][CH3:13])=[O:11])=[CH:4][CH:3]=1.[N+](=[CH2:16])=[N-]. (5) The reactants are: [C:1]([O:5][C:6]([N:8]1[CH2:12][CH2:11][CH2:10][CH:9]1[CH:13]=O)=[O:7])([CH3:4])([CH3:3])[CH3:2].C(=O)([O-])[O-].[Na+].[Na+].Cl.[NH2:22][OH:23]. Given the product [C:1]([O:5][C:6]([N:8]1[CH2:12][CH2:11][CH2:10][CH:9]1[CH:13]=[N:22][OH:23])=[O:7])([CH3:4])([CH3:3])[CH3:2], predict the reactants needed to synthesize it. (6) Given the product [CH2:27]([O:26][C:24]([C:23]1[CH:29]=[CH:30][C:20]([N:2]2[CH2:3][CH2:4][CH:5]3[CH2:18][CH:1]2[CH2:7][N:6]3[C:8]([O:10][CH2:11][C:12]2[CH:13]=[CH:14][CH:15]=[CH:16][CH:17]=2)=[O:9])=[CH:21][CH:22]=1)=[O:25])[CH3:28], predict the reactants needed to synthesize it. The reactants are: [CH:1]12[CH2:18][CH:5]([N:6]([C:8]([O:10][CH2:11][C:12]3[CH:17]=[CH:16][CH:15]=[CH:14][CH:13]=3)=[O:9])[CH2:7]1)[CH2:4][CH2:3][NH:2]2.F[C:20]1[CH:30]=[CH:29][C:23]([C:24]([O:26][CH2:27][CH3:28])=[O:25])=[CH:22][CH:21]=1.C(=O)([O-])[O-].[K+].[K+].